Dataset: Forward reaction prediction with 1.9M reactions from USPTO patents (1976-2016). Task: Predict the product of the given reaction. (1) Given the reactants Br[C:2]1[CH:3]=[C:4]2[C:9](=[CH:10][C:11]=1[F:12])[N:8]([CH3:13])[C:7](=[O:14])[CH2:6][CH2:5]2.[CH3:15][C:16]1([CH3:32])[C:20]([CH3:22])([CH3:21])[O:19][B:18]([B:18]2[O:19][C:20]([CH3:22])([CH3:21])[C:16]([CH3:32])([CH3:15])[O:17]2)[O:17]1.C([O-])(=O)C.[K+].CCCCCC, predict the reaction product. The product is: [F:12][C:11]1[CH:10]=[C:9]2[C:4]([CH2:5][CH2:6][C:7](=[O:14])[N:8]2[CH3:13])=[CH:3][C:2]=1[B:18]1[O:19][C:20]([CH3:22])([CH3:21])[C:16]([CH3:32])([CH3:15])[O:17]1. (2) Given the reactants BrCCCCC(C)(C1C=CC(C)=CC=1)CO.[Br:17][CH2:18][CH2:19][CH2:20][CH2:21][CH2:22][C:23]([CH3:35])([C:29]1[CH:34]=[CH:33][CH:32]=[CH:31][CH:30]=1)[C:24](OCC)=[O:25].[Li+].[BH4-].CO, predict the reaction product. The product is: [Br:17][CH2:18][CH2:19][CH2:20][CH2:21][CH2:22][C:23]([CH3:35])([C:29]1[CH:30]=[CH:31][CH:32]=[CH:33][CH:34]=1)[CH2:24][OH:25].